This data is from Full USPTO retrosynthesis dataset with 1.9M reactions from patents (1976-2016). The task is: Predict the reactants needed to synthesize the given product. (1) Given the product [CH:15]([C:7]1[CH:8]=[CH:9][CH:10]=[C:11]([CH:12]([CH3:14])[CH3:13])[C:6]=1[NH:5][C:3]([CH2:2][N:23]([CH2:18][CH2:19][CH2:20][CH2:21][CH3:22])[CH2:24][C:25]1[CH:30]=[CH:29][C:28]([C:31]2[CH:36]=[CH:35][CH:34]=[CH:33][C:32]=2[C:37]2[N:41]([C:42]([C:55]3[CH:56]=[CH:57][CH:58]=[CH:59][CH:60]=3)([C:49]3[CH:50]=[CH:51][CH:52]=[CH:53][CH:54]=3)[C:43]3[CH:48]=[CH:47][CH:46]=[CH:45][CH:44]=3)[N:40]=[N:39][N:38]=2)=[CH:27][CH:26]=1)=[O:4])([CH3:17])[CH3:16], predict the reactants needed to synthesize it. The reactants are: Cl[CH2:2][C:3]([NH:5][C:6]1[C:11]([CH:12]([CH3:14])[CH3:13])=[CH:10][CH:9]=[CH:8][C:7]=1[CH:15]([CH3:17])[CH3:16])=[O:4].[CH2:18]([NH:23][CH2:24][C:25]1[CH:30]=[CH:29][C:28]([C:31]2[CH:36]=[CH:35][CH:34]=[CH:33][C:32]=2[C:37]2[N:41]([C:42]([C:55]3[CH:60]=[CH:59][CH:58]=[CH:57][CH:56]=3)([C:49]3[CH:54]=[CH:53][CH:52]=[CH:51][CH:50]=3)[C:43]3[CH:48]=[CH:47][CH:46]=[CH:45][CH:44]=3)[N:40]=[N:39][N:38]=2)=[CH:27][CH:26]=1)[CH2:19][CH2:20][CH2:21][CH3:22].[I-].[K+].C(N(CC)CC)C. (2) Given the product [CH3:20][N:18]1[CH:19]=[C:15]([N:14]2[C:5]3[C:4]4[CH:3]=[C:2]([C:24]5[CH:29]=[CH:28][CH:27]=[CH:26][CH:25]=5)[CH:11]=[CH:10][C:9]=4[N:8]=[CH:7][C:6]=3[N:12]([CH3:23])[C:13]2=[O:22])[C:16]([CH3:21])=[N:17]1, predict the reactants needed to synthesize it. The reactants are: Br[C:2]1[CH:11]=[CH:10][C:9]2[N:8]=[CH:7][C:6]3[N:12]([CH3:23])[C:13](=[O:22])[N:14]([C:15]4[C:16]([CH3:21])=[N:17][N:18]([CH3:20])[CH:19]=4)[C:5]=3[C:4]=2[CH:3]=1.[C:24]1(B(O)O)[CH:29]=[CH:28][CH:27]=[CH:26][CH:25]=1. (3) Given the product [N:29]1([CH2:28][CH2:27][O:26][C:25]2[CH:24]=[CH:23][C:22]([O:21][C:10]3[C:11]4[C:16](=[CH:15][C:14]([O:19][CH3:20])=[CH:13][CH:12]=4)[CH:17]=[CH:18][C:9]=3[OH:8])=[CH:37][CH:36]=2)[CH2:35][CH2:34][CH2:33][CH2:32][CH2:31][CH2:30]1, predict the reactants needed to synthesize it. The reactants are: C([O:8][C:9]1[CH:18]=[CH:17][C:16]2[C:11](=[CH:12][CH:13]=[C:14]([O:19][CH3:20])[CH:15]=2)[C:10]=1[O:21][C:22]1[CH:37]=[CH:36][C:25]([O:26][CH2:27][CH2:28][N:29]2[CH2:35][CH2:34][CH2:33][CH2:32][CH2:31][CH2:30]2)=[CH:24][CH:23]=1)C1C=CC=CC=1.C([O-])=O.[NH4+]. (4) Given the product [C:1]([O:5][C:6]([NH:7][C@H:8]1[CH2:13][CH2:12][CH2:11][CH2:10][C@H:9]1[NH:14][C:26]1[N:27]=[N:28][C:29]([C:43]([O:45][CH2:46][CH3:47])=[O:44])=[C:30]([NH:32][C:33]2[CH:41]=[CH:40][CH:39]=[C:38]3[C:34]=2[CH:35]=[CH:36][N:37]3[CH3:42])[N:31]=1)=[O:15])([CH3:4])([CH3:2])[CH3:3], predict the reactants needed to synthesize it. The reactants are: [C:1]([O:5][C:6](=[O:15])[NH:7][C@H:8]1[CH2:13][CH2:12][CH2:11][CH2:10][C@H:9]1[NH2:14])([CH3:4])([CH3:3])[CH3:2].C(N(C(C)C)CC)(C)C.Cl[C:26]1[N:27]=[N:28][C:29]([C:43]([O:45][CH2:46][CH3:47])=[O:44])=[C:30]([NH:32][C:33]2[CH:41]=[CH:40][CH:39]=[C:38]3[C:34]=2[CH:35]=[CH:36][N:37]3[CH3:42])[N:31]=1. (5) Given the product [C:1]([NH:4][C:5]1[CH:10]=[CH:9][C:8]([CH3:11])=[C:7]([C:23](=[O:29])[C:24]([O:26][CH2:27][CH3:28])=[O:25])[CH:6]=1)(=[O:3])[CH3:2], predict the reactants needed to synthesize it. The reactants are: [C:1]([NH:4][C:5]1[CH:10]=[CH:9][C:8]([CH3:11])=[C:7](Br)[CH:6]=1)(=[O:3])[CH3:2].[Li]CCCC.CCCCC.[C:23](OCC)(=[O:29])[C:24]([O:26][CH2:27][CH3:28])=[O:25]. (6) Given the product [CH3:21][N:20]([CH3:22])[C:5]1[C:6]([C:7](=[O:8])[NH:9][CH2:10][CH2:11][CH2:12][N:13]2[CH2:17][CH2:16][CH2:15][C:14]2=[O:18])=[CH:19][C:2]([NH:1][C:44]([C:42]2[N:43]=[C:39]([CH:36]3[CH2:38][CH2:37]3)[O:40][CH:41]=2)=[O:45])=[C:3]([N:23]2[CH2:24][CH2:25][N:26]([C:29]3[CH:34]=[CH:33][CH:32]=[CH:31][C:30]=3[CH3:35])[CH2:27][CH2:28]2)[CH:4]=1, predict the reactants needed to synthesize it. The reactants are: [NH2:1][C:2]1[C:3]([N:23]2[CH2:28][CH2:27][N:26]([C:29]3[CH:34]=[CH:33][CH:32]=[CH:31][C:30]=3[CH3:35])[CH2:25][CH2:24]2)=[CH:4][C:5]([N:20]([CH3:22])[CH3:21])=[C:6]([CH:19]=1)[C:7]([NH:9][CH2:10][CH2:11][CH2:12][N:13]1[CH2:17][CH2:16][CH2:15][C:14]1=[O:18])=[O:8].[CH:36]1([C:39]2[O:40][CH:41]=[C:42]([C:44](O)=[O:45])[N:43]=2)[CH2:38][CH2:37]1.C(N(CC)C(C)C)(C)C.CN(C(ON1N=NC2C=CC=NC1=2)=[N+](C)C)C.F[P-](F)(F)(F)(F)F. (7) The reactants are: CN(C=C(C(=O)C)C(OC)=O)C.[C:13]([C:17]1[C:22]([C:23]([O:25][CH2:26]C)=[O:24])=[CH:21][N:20]=[C:19]([N:28]2[CH2:33][CH2:32][O:31][CH2:30][CH2:29]2)[N:18]=1)(C)(C)C. Given the product [CH3:13][C:17]1[C:22]([C:23]([O:25][CH3:26])=[O:24])=[CH:21][N:20]=[C:19]([N:28]2[CH2:33][CH2:32][O:31][CH2:30][CH2:29]2)[N:18]=1, predict the reactants needed to synthesize it.